Dataset: Catalyst prediction with 721,799 reactions and 888 catalyst types from USPTO. Task: Predict which catalyst facilitates the given reaction. (1) Reactant: [N:1]1[N:2]([C:6]2[CH:7]=[C:8]([NH:12][C:13]3[N:21]=[C:20]([NH:22][C@@H:23]4[CH2:28][CH2:27][CH2:26][CH2:25][C@@H:24]4[NH:29]C(OC(C)(C)C)=O)[C:19]([C:37]#[N:38])=[CH:18][C:14]=3[C:15]([NH2:17])=[O:16])[CH:9]=[CH:10][CH:11]=2)[N:3]=[CH:4][CH:5]=1.C([O-])([O-])=[O:40].[K+].[K+].OO.O. Product: [N:1]1[N:2]([C:6]2[CH:7]=[C:8]([NH:12][C:13]3[C:14]([C:15]([NH2:17])=[O:16])=[CH:18][C:19]([C:37]([NH2:38])=[O:40])=[C:20]([NH:22][C@@H:23]4[CH2:28][CH2:27][CH2:26][CH2:25][C@@H:24]4[NH2:29])[N:21]=3)[CH:9]=[CH:10][CH:11]=2)[N:3]=[CH:4][CH:5]=1. The catalyst class is: 16. (2) Reactant: [C:1]([C:3]1[C:11]2[C:10](=[O:12])[N:9]([CH2:13][O:14][CH2:15][CH2:16][Si:17]([CH3:20])([CH3:19])[CH3:18])[N:8]=[CH:7][C:6]=2[N:5]([CH2:21][O:22][CH2:23][CH2:24][Si:25]([CH3:28])([CH3:27])[CH3:26])[CH:4]=1)#[CH:2].C(O)C.[H][H]. Product: [CH2:1]([C:3]1[C:11]2[C:10](=[O:12])[N:9]([CH2:13][O:14][CH2:15][CH2:16][Si:17]([CH3:18])([CH3:19])[CH3:20])[N:8]=[CH:7][C:6]=2[N:5]([CH2:21][O:22][CH2:23][CH2:24][Si:25]([CH3:27])([CH3:26])[CH3:28])[CH:4]=1)[CH3:2]. The catalyst class is: 304. (3) Reactant: [N:1]1([CH2:6][NH:7][C:8](=[O:18])[CH:9]([CH2:16][CH3:17])[N:10]2[CH2:14][CH2:13][CH2:12][C:11]2=[O:15])[CH2:5][CH2:4][CH2:3][CH2:2]1.[C:19]([OH:28])(=[O:27])[C@@H:20]([C@H:22]([C:24]([OH:26])=[O:25])[OH:23])[OH:21].CCCCCCC.CCCCCC.C(O)(C)C. Product: [C:24]([C@@H:22]([C@H:20]([C:19]([OH:28])=[O:27])[OH:21])[OH:23])([OH:26])=[O:25].[N:1]1([CH2:6][NH:7][C:8](=[O:18])[C@H:9]([CH2:16][CH3:17])[N:10]2[CH2:14][CH2:13][CH2:12][C:11]2=[O:15])[CH2:5][CH2:4][CH2:3][CH2:2]1. The catalyst class is: 5. (4) Reactant: [CH:1]12[NH:8][CH:5]([CH2:6][CH2:7]1)[CH2:4][CH:3]([C:9]1[N:13]=[C:12]([NH:14][C:15]3[C:20]([O:21][C:22]4[C:23]([CH3:28])=[N:24][CH:25]=[CH:26][CH:27]=4)=[CH:19][C:18]([S:29][C:30]4[CH:35]=[CH:34][CH:33]=[CH:32][N:31]=4)=[CH:17][N:16]=3)[S:11][N:10]=1)[CH2:2]2.C(N(CC)CC)C.[C:43](OC(=O)C)(=[O:45])[CH3:44].[ClH:50]. Product: [ClH:50].[CH3:28][C:23]1[C:22]([O:21][C:20]2[C:15]([NH:14][C:12]3[S:11][N:10]=[C:9]([CH:3]4[CH2:4][CH:5]5[N:8]([C:43](=[O:45])[CH3:44])[CH:1]([CH2:7][CH2:6]5)[CH2:2]4)[N:13]=3)=[N:16][CH:17]=[C:18]([S:29][C:30]3[CH:35]=[CH:34][CH:33]=[CH:32][N:31]=3)[CH:19]=2)=[CH:27][CH:26]=[CH:25][N:24]=1. The catalyst class is: 2. (5) Reactant: [O:1]1[C:6]2[CH:7]=[CH:8][C:9]([NH:11][C:12]3[CH:17]=[C:16](I)[CH:15]=[CH:14][N:13]=3)=[CH:10][C:5]=2[O:4][CH2:3][CH2:2]1.C([O-])([O-])=O.[Na+].[Na+].B(O)(O)[C:26]1[CH:31]=[CH:30][C:29]2[O:32][CH2:33][O:34][C:28]=2[CH:27]=1. Product: [O:32]1[C:29]2[CH:30]=[CH:31][C:26]([C:16]3[CH:15]=[CH:14][N:13]=[C:12]([NH:11][C:9]4[CH:8]=[CH:7][C:6]5[O:1][CH2:2][CH2:3][O:4][C:5]=5[CH:10]=4)[CH:17]=3)=[CH:27][C:28]=2[O:34][CH2:33]1. The catalyst class is: 276. (6) The catalyst class is: 573. Product: [ClH:34].[CH3:33][N:2]([CH3:1])[C:3]1([C:27]2[CH:28]=[CH:29][CH:30]=[CH:31][CH:32]=2)[CH2:8][CH2:7][C:6](=[CH:9][C:10]([N:12]2[CH2:17][CH2:16][CH:15]([C:18]3[C:26]4[C:21](=[CH:22][CH:23]=[CH:24][CH:25]=4)[NH:20][CH:19]=3)[CH2:14][CH2:13]2)=[O:11])[CH2:5][CH2:4]1. Reactant: [CH3:1][N:2]([CH3:33])[C:3]1([C:27]2[CH:32]=[CH:31][CH:30]=[CH:29][CH:28]=2)[CH2:8][CH2:7][C:6](=[CH:9][C:10]([N:12]2[CH2:17][CH2:16][CH:15]([C:18]3[C:26]4[C:21](=[CH:22][CH:23]=[CH:24][CH:25]=4)[NH:20][CH:19]=3)[CH2:14][CH2:13]2)=[O:11])[CH2:5][CH2:4]1.[Cl:34][Si](C)(C)C. (7) Reactant: C(N(CC)C(C)C)(C)C.[F:10][C:11]1[CH:19]=[C:18]2[C:14]([C:15]([C:21]3[N:22]=[C:23]4[C:29]([C:30](O)=[O:31])=[CH:28][N:27]([CH2:33][O:34][CH2:35][CH2:36][Si:37]([CH3:40])([CH3:39])[CH3:38])[C:24]4=[N:25][CH:26]=3)=[N:16][N:17]2[CH3:20])=[CH:13][CH:12]=1.CN(C(ON1N=NC2C=CC=NC1=2)=[N+](C)C)C.F[P-](F)(F)(F)(F)F.O.FC(F)(F)C(O)=O.[F:73][C:74]([F:79])([CH3:78])[C@H:75]([NH2:77])[CH3:76]. Product: [F:73][C:74]([F:79])([CH3:78])[C@H:75]([NH:77][C:30]([C:29]1[C:23]2[C:24](=[N:25][CH:26]=[C:21]([C:15]3[C:14]4[C:18](=[CH:19][C:11]([F:10])=[CH:12][CH:13]=4)[N:17]([CH3:20])[N:16]=3)[N:22]=2)[N:27]([CH2:33][O:34][CH2:35][CH2:36][Si:37]([CH3:40])([CH3:39])[CH3:38])[CH:28]=1)=[O:31])[CH3:76]. The catalyst class is: 3.